Dataset: TCR-epitope binding with 47,182 pairs between 192 epitopes and 23,139 TCRs. Task: Binary Classification. Given a T-cell receptor sequence (or CDR3 region) and an epitope sequence, predict whether binding occurs between them. (1) The epitope is VTEHDTLLY. The TCR CDR3 sequence is CASSLVEQGIEQYF. Result: 1 (the TCR binds to the epitope). (2) The epitope is KLFIRQEEV. The TCR CDR3 sequence is CASSRTSGTGELFF. Result: 1 (the TCR binds to the epitope).